This data is from Full USPTO retrosynthesis dataset with 1.9M reactions from patents (1976-2016). The task is: Predict the reactants needed to synthesize the given product. Given the product [CH2:1]([O:3][C:4]([C:6]1[N:7]([CH3:15])[N:8]=[C:9]([C:11]([CH3:14])([CH3:13])[CH3:12])[C:10]=1[F:17])=[O:5])[CH3:2], predict the reactants needed to synthesize it. The reactants are: [CH2:1]([O:3][C:4]([C:6]1[N:7]([CH3:15])[N:8]=[C:9]([C:11]([CH3:14])([CH3:13])[CH3:12])[CH:10]=1)=[O:5])[CH3:2].[B-](F)(F)(F)[F:17].[B-](F)(F)(F)F.C1[N+]2(CCl)CC[N+](F)(CC2)C1.